This data is from Peptide-MHC class II binding affinity with 134,281 pairs from IEDB. The task is: Regression. Given a peptide amino acid sequence and an MHC pseudo amino acid sequence, predict their binding affinity value. This is MHC class II binding data. (1) The peptide sequence is EKKYNAATQFEPLAA. The MHC is HLA-DPA10201-DPB10101 with pseudo-sequence HLA-DPA10201-DPB10101. The binding affinity (normalized) is 0.640. (2) The peptide sequence is KDKWIALKESWGAIW. The MHC is DRB1_0101 with pseudo-sequence QEFFIASGAAVDAIMWLFLECYDLQRATYHVGFT. The binding affinity (normalized) is 0.414. (3) The peptide sequence is GEFFWDANDIYRIFA. The MHC is HLA-DPA10201-DPB10101 with pseudo-sequence HLA-DPA10201-DPB10101. The binding affinity (normalized) is 0.285.